Dataset: Full USPTO retrosynthesis dataset with 1.9M reactions from patents (1976-2016). Task: Predict the reactants needed to synthesize the given product. (1) The reactants are: [CH3:1][C:2]1([CH3:20])[C:10]2[C:5](=[CH:6][CH:7]=[C:8](OS(C(F)(F)F)(=O)=O)[CH:9]=2)[C:4](=[O:19])[CH2:3]1.[Cl:21][C:22]1[CH:27]=[C:26]([Cl:28])[CH:25]=[CH:24][C:23]=1B(O)O. Given the product [Cl:21][C:22]1[CH:27]=[C:26]([Cl:28])[CH:25]=[CH:24][C:23]=1[C:8]1[CH:9]=[C:10]2[C:5](=[CH:6][CH:7]=1)[C:4](=[O:19])[CH2:3][C:2]2([CH3:20])[CH3:1], predict the reactants needed to synthesize it. (2) Given the product [Br:1][C:2]1[CH:7]=[C:6]2[NH:8][C:9](=[O:41])[C:10]3([CH:15]([C:16]4[CH:21]=[C:20]([Cl:22])[CH:19]=[CH:18][C:17]=4[O:23][C:24]([CH2:25][CH3:26])([C:27]([NH:58][S:55]([CH3:54])(=[O:57])=[O:56])=[O:28])[CH2:30][CH3:31])[CH2:14][C:13](=[O:32])[NH:12][CH:11]3[C:33]3[CH:38]=[C:37]([F:39])[CH:36]=[CH:35][C:34]=3[CH3:40])[C:5]2=[CH:4][CH:3]=1, predict the reactants needed to synthesize it. The reactants are: [Br:1][C:2]1[CH:7]=[C:6]2[NH:8][C:9](=[O:41])[C:10]3([CH:15]([C:16]4[CH:21]=[C:20]([Cl:22])[CH:19]=[CH:18][C:17]=4[O:23][C:24]([CH2:30][CH3:31])([C:27](O)=[O:28])[CH2:25][CH3:26])[CH2:14][C:13](=[O:32])[NH:12][CH:11]3[C:33]3[CH:38]=[C:37]([F:39])[CH:36]=[CH:35][C:34]=3[CH3:40])[C:5]2=[CH:4][CH:3]=1.C1N=CN(C(N2C=NC=C2)=O)C=1.[CH3:54][S:55]([NH2:58])(=[O:57])=[O:56].[H-].[Na+].Cl.